This data is from Forward reaction prediction with 1.9M reactions from USPTO patents (1976-2016). The task is: Predict the product of the given reaction. (1) Given the reactants [I:1][C:2]1[CH:3]=[C:4]([CH:9]=[CH:10][C:11]=1[CH3:12])[C:5]([NH:7][NH2:8])=[O:6].[C:13](OCC)(OCC)(OCC)[CH3:14], predict the reaction product. The product is: [I:1][C:2]1[CH:3]=[C:4]([C:5]2[O:6][C:13]([CH3:14])=[N:8][N:7]=2)[CH:9]=[CH:10][C:11]=1[CH3:12]. (2) Given the reactants [OH:1][C:2]([CH3:22])([CH3:21])[CH2:3][N:4]1[CH2:19][CH:7]2[CH2:8][N:9](C(OC(C)(C)C)=O)[CH2:10][CH2:11][N:6]2[C:5]1=[O:20].C(O)(C(F)(F)F)=O, predict the reaction product. The product is: [OH:1][C:2]([CH3:22])([CH3:21])[CH2:3][N:4]1[CH2:19][CH:7]2[CH2:8][NH:9][CH2:10][CH2:11][N:6]2[C:5]1=[O:20]. (3) The product is: [Cl:16][C:17]1[CH:22]=[C:21]([Cl:23])[CH:20]=[CH:19][C:18]=1[C:2]1[CH:3]=[C:4]([F:15])[CH:5]=[C:6]2[C:10]=1[NH:9][C:8]([C:11]([NH2:13])=[O:12])=[C:7]2[CH3:14]. Given the reactants Br[C:2]1[CH:3]=[C:4]([F:15])[CH:5]=[C:6]2[C:10]=1[NH:9][C:8]([C:11]([NH2:13])=[O:12])=[C:7]2[CH3:14].[Cl:16][C:17]1[CH:22]=[C:21]([Cl:23])[CH:20]=[CH:19][C:18]=1B(O)O, predict the reaction product. (4) Given the reactants [O:1]([C:8]1[CH:13]=[CH:12][C:11]([C:14]2[C:22]3[C:17](=[N:18][CH:19]=[N:20][C:21]=3[NH2:23])[N:16]([CH:24]3[CH2:30][C:26]4([CH2:29][NH:28][CH2:27]4)[CH2:25]3)[N:15]=2)=[CH:10][CH:9]=1)[C:2]1[CH:7]=[CH:6][CH:5]=[CH:4][CH:3]=1.C(N(CC)CC)C.[C:38](Cl)(=[O:41])[CH:39]=[CH2:40].C(=O)(O)[O-].[Na+], predict the reaction product. The product is: [NH2:23][C:21]1[N:20]=[CH:19][N:18]=[C:17]2[N:16]([CH:24]3[CH2:30][C:26]4([CH2:29][N:28]([C:38](=[O:41])[CH:39]=[CH2:40])[CH2:27]4)[CH2:25]3)[N:15]=[C:14]([C:11]3[CH:10]=[CH:9][C:8]([O:1][C:2]4[CH:3]=[CH:4][CH:5]=[CH:6][CH:7]=4)=[CH:13][CH:12]=3)[C:22]=12. (5) Given the reactants [C:1]([C:9]([O-:11])=[O:10])(=[O:8])[C:2]1C=C[CH:5]=[CH:4][CH:3]=1.C([O-])(=O)C1C=C(O)C(O)=C(O)C=1.O=C([C@H](CC1C=C(O)C(O)=CC=1)[NH2:28])O.C1(CC(=O)C([O-])=O)C=CC=CC=1.OC1C=C(C([O-])=O)C(=CC=1O)C([O-])=O.N1C=C(C([O-])=O)C(=O)NC1=O.C1C=C[C@](O)(C(O)=O)[C@@H](O)C=1, predict the reaction product. The product is: [NH2:28][CH2:5][CH2:4]/[CH:3]=[CH:2]/[C:1](=[O:8])[C:9]([OH:11])=[O:10]. (6) Given the reactants C[C:2](NC1CC(C)(C)N([O])C(C)(C)C1)=[O:3].[CH3:16][C:17]1([CH3:26])[N:22]([O:23])[C:21]([CH3:25])([CH3:24])[CH2:20][CH2:19][CH2:18]1, predict the reaction product. The product is: [CH3:24][C:21]1([CH3:25])[N:22]([O:23])[C:17]([CH3:26])([CH3:16])[CH2:18][CH:19]([O:3][CH3:2])[CH2:20]1. (7) Given the reactants [NH2:1][C:2]1[CH:3]=[CH:4][C:5]([O:8][CH3:9])=[N:6][CH:7]=1.CCN(C(C)C)C(C)C.[C:19]([NH:26][CH2:27][CH2:28]Br)([O:21][C:22]([CH3:25])([CH3:24])[CH3:23])=[O:20].[Na+].[I-], predict the reaction product. The product is: [CH3:9][O:8][C:5]1[N:6]=[CH:7][C:2]([NH:1][CH2:28][CH2:27][NH:26][C:19](=[O:20])[O:21][C:22]([CH3:25])([CH3:24])[CH3:23])=[CH:3][CH:4]=1.